This data is from Catalyst prediction with 721,799 reactions and 888 catalyst types from USPTO. The task is: Predict which catalyst facilitates the given reaction. (1) Reactant: [C:1]([O:5][C:6]([N:8]1[CH2:12][CH2:11][CH2:10][C@H:9]1[C:13]([OH:15])=[O:14])=[O:7])([CH3:4])([CH3:3])[CH3:2].N12CCCN=C1CCCCC2.Br[CH2:28][C:29]([C:31]1[CH:36]=[CH:35][CH:34]=[CH:33][CH:32]=1)=[O:30]. Product: [O:30]=[C:29]([C:31]1[CH:36]=[CH:35][CH:34]=[CH:33][CH:32]=1)[CH2:28][O:14][C:13]([C@@H:9]1[CH2:10][CH2:11][CH2:12][N:8]1[C:6]([O:5][C:1]([CH3:4])([CH3:2])[CH3:3])=[O:7])=[O:15]. The catalyst class is: 133. (2) Reactant: [CH2:1]([N:8]1[CH2:12][CH:11]([C:13]2[CH:18]=[CH:17][C:16]([Cl:19])=[C:15]([Cl:20])[CH:14]=2)[CH:10]([NH2:21])[CH2:9]1)[C:2]1[CH:7]=[CH:6][CH:5]=[CH:4][CH:3]=1.[C:22]([O-])([O-])=O.[K+].[K+].ClC(OCC)=O.B. Product: [CH2:1]([N:8]1[CH2:12][C@@H:11]([C:13]2[CH:18]=[CH:17][C:16]([Cl:19])=[C:15]([Cl:20])[CH:14]=2)[C@H:10]([NH:21][CH3:22])[CH2:9]1)[C:2]1[CH:3]=[CH:4][CH:5]=[CH:6][CH:7]=1. The catalyst class is: 20. (3) Reactant: [F-].C([N+](CCCC)(CCCC)CCCC)CCC.[Si]([O:26][C@@H:27]([CH2:40][CH2:41][CH2:42][CH2:43][CH2:44][CH3:45])[C@H:28]([N:30]1[CH:38]=[N:37][C:36]2[C:31]1=[N:32][CH:33]=[N:34][C:35]=2[NH2:39])[CH3:29])(C(C)(C)C)(C)C.ClCCl.CO. Product: [NH2:39][C:35]1[N:34]=[CH:33][N:32]=[C:31]2[C:36]=1[N:37]=[CH:38][N:30]2[C@@H:28]([C@@H:27]([OH:26])[CH2:40][CH2:41][CH2:42][CH2:43][CH2:44][CH3:45])[CH3:29]. The catalyst class is: 7. (4) Reactant: [Br:1][C:2]1[CH:7]=[CH:6][C:5]([NH:8][C:9](=[O:20])[C:10]2[CH:15]=[C:14]([N+:16]([O-])=O)[CH:13]=[CH:12][C:11]=2[F:19])=[CH:4][CH:3]=1. Product: [Br:1][C:2]1[CH:3]=[CH:4][C:5]([NH:8][C:9](=[O:20])[C:10]2[CH:15]=[C:14]([NH2:16])[CH:13]=[CH:12][C:11]=2[F:19])=[CH:6][CH:7]=1. The catalyst class is: 446. (5) Reactant: [CH3:1][O:2][C:3]1[CH:20]=[CH:19][C:6]([CH2:7][C:8]2[CH:13]=[CH:12][C:11]([NH:14][S:15]([CH3:18])(=[O:17])=[O:16])=[CH:10][CH:9]=2)=[CH:5][CH:4]=1.[Br:21]Br.OS([O-])=O.[Na+]. Product: [Br:21][C:20]1[CH:19]=[C:6]([CH:5]=[CH:4][C:3]=1[O:2][CH3:1])[CH2:7][C:8]1[CH:13]=[CH:12][C:11]([NH:14][S:15]([CH3:18])(=[O:16])=[O:17])=[CH:10][CH:9]=1. The catalyst class is: 15. (6) Product: [O:11]1[CH2:10][CH:9]=[C:8]([C:6]2[CH:5]=[C:4]([F:15])[C:3]([C:16]3[N:21]=[C:20]([C:22]([O:24][CH3:25])=[O:23])[CH:19]=[CH:18][CH:17]=3)=[C:2]([F:1])[CH:7]=2)[CH2:13][CH2:12]1. Reactant: [F:1][C:2]1[CH:7]=[C:6]([C:8]2(O)[CH2:13][CH2:12][O:11][CH2:10][CH2:9]2)[CH:5]=[C:4]([F:15])[C:3]=1[C:16]1[N:21]=[C:20]([C:22]([O:24][CH3:25])=[O:23])[CH:19]=[CH:18][CH:17]=1.C(O)(C(F)(F)F)=O. The catalyst class is: 2.